This data is from Forward reaction prediction with 1.9M reactions from USPTO patents (1976-2016). The task is: Predict the product of the given reaction. Given the reactants [CH3:1][CH:2]([CH3:32])[CH2:3][CH:4]([C:16]1[CH:21]=[CH:20][C:19]([C:22]2[CH:27]=[CH:26][C:25]([C:28]([F:31])([F:30])[F:29])=[CH:24][CH:23]=2)=[CH:18][CH:17]=1)[O:5][C:6]1[CH:15]=[CH:14][C:9]([C:10](OC)=[O:11])=[CH:8][N:7]=1.F[P-](F)(F)(F)(F)F.N1(OC(N(C)C)=[N+](C)C)C2N=CC=CC=2N=N1.Cl.[NH2:58][CH2:59][CH2:60][C:61]([O:63][CH3:64])=[O:62].C(N(C(C)C)CC)(C)C.[Na+].[Cl-], predict the reaction product. The product is: [CH3:1][CH:2]([CH3:32])[CH2:3][CH:4]([C:16]1[CH:17]=[CH:18][C:19]([C:22]2[CH:23]=[CH:24][C:25]([C:28]([F:30])([F:31])[F:29])=[CH:26][CH:27]=2)=[CH:20][CH:21]=1)[O:5][C:6]1[CH:15]=[CH:14][C:9]([C:10]([NH:58][CH2:59][CH2:60][C:61]([O:63][CH3:64])=[O:62])=[O:11])=[CH:8][N:7]=1.